This data is from Reaction yield outcomes from USPTO patents with 853,638 reactions. The task is: Predict the reaction yield, written as a fraction of the theoretical maximum amount of product (1.0 means a 100% yield; for example, 0.34 means a 34% yield). The yield is 0.900. The product is [Cl:1][C:2]1[CH:3]=[C:4]([CH:12]([C:13]2[NH:43][C:16]([C:18]3[N:19]=[CH:20][C:21]([CH:24]([OH:25])[CH2:28][OH:27])=[CH:22][CH:23]=3)=[CH:15][CH:14]=2)[CH2:32][CH:33]2[CH2:34][CH2:35][O:36][CH2:37][CH2:38]2)[CH:5]=[CH:6][C:7]=1[S:8]([CH3:11])(=[O:9])=[O:10]. The reactants are [Cl:1][C:2]1[CH:3]=[C:4]([CH:12]([CH2:32][CH:33]2[CH2:38][CH2:37][O:36][CH2:35][CH2:34]2)[C:13](=O)[CH2:14][CH2:15][C:16]([C:18]2[CH:23]=[CH:22][C:21]([CH:24]3[CH2:28][O:27]C(C)(C)[O:25]3)=[CH:20][N:19]=2)=O)[CH:5]=[CH:6][C:7]=1[S:8]([CH3:11])(=[O:10])=[O:9].C([O-])(=O)C.[NH4+:43].Cl. The catalyst is C(O)(=O)C.C(OCC)(=O)C.O1CCCC1.